This data is from Full USPTO retrosynthesis dataset with 1.9M reactions from patents (1976-2016). The task is: Predict the reactants needed to synthesize the given product. (1) Given the product [Cl:29][C:30]1[CH:35]=[CH:34][C:33]([CH:45]2[CH2:47][CH2:46]2)=[C:32]([C:2]2[C:7]([C:8]#[N:9])=[CH:6][N:5]([CH:10]([CH3:27])[C:11]([NH:13][C:14]3[CH:26]=[CH:25][C:17]([C:18]([O:20][C:21]([CH3:24])([CH3:23])[CH3:22])=[O:19])=[CH:16][CH:15]=3)=[O:12])[C:4](=[O:28])[CH:3]=2)[CH:31]=1, predict the reactants needed to synthesize it. The reactants are: Br[C:2]1[C:7]([C:8]#[N:9])=[CH:6][N:5]([CH:10]([CH3:27])[C:11]([NH:13][C:14]2[CH:26]=[CH:25][C:17]([C:18]([O:20][C:21]([CH3:24])([CH3:23])[CH3:22])=[O:19])=[CH:16][CH:15]=2)=[O:12])[C:4](=[O:28])[CH:3]=1.[Cl:29][C:30]1[CH:31]=[CH:32][C:33]([CH:45]2[CH2:47][CH2:46]2)=[C:34](B2OC(C)(C)C(C)(C)O2)[CH:35]=1. (2) Given the product [Na+:75].[CH3:51][C:52]1[C:56]([C:25]2[C:26]([OH:28])=[CH:27][C:22]([O:21][CH2:20][CH2:19][CH2:18][O:17][C:13]3[C:12]([CH2:47][CH2:48][CH3:49])=[C:11]([CH:16]=[CH:15][CH:14]=3)[O:10][C:5]3[CH:6]=[CH:7][CH:8]=[CH:9][C:4]=3[C:3]([O-:50])=[O:2])=[C:23]([CH2:45][CH3:46])[CH:24]=2)=[C:55]([CH3:58])[O:54][N:53]=1, predict the reactants needed to synthesize it. The reactants are: C[O:2][C:3](=[O:50])[C:4]1[CH:9]=[CH:8][CH:7]=[CH:6][C:5]=1[O:10][C:11]1[CH:16]=[CH:15][CH:14]=[C:13]([O:17][CH2:18][CH2:19][CH2:20][O:21][C:22]2[CH:27]=[C:26]([O:28]CC3C=CC=CC=3)[C:25](B3OC(C)(C)C(C)(C)O3)=[CH:24][C:23]=2[CH2:45][CH3:46])[C:12]=1[CH2:47][CH2:48][CH3:49].[CH3:51][C:52]1[C:56](I)=[C:55]([CH3:58])[O:54][N:53]=1.C(=O)([O-])[O-].[Cs+].[Cs+].I[Si](C)(C)C.S([O-])([O-])(=O)=S.[Na+:75].[Na+].[OH-].[Na+]. (3) Given the product [Cl:28][C:27]1[C:22]([O:1][C:2]2[CH:7]=[C:6]([O:8][CH2:9][O:10][CH3:11])[CH:5]=[CH:4][C:3]=2[CH2:12][CH2:13][C:14]([O:16][CH2:17][CH3:18])=[O:15])=[N:23][CH:24]=[C:25]([C:29]([F:31])([F:30])[F:32])[CH:26]=1, predict the reactants needed to synthesize it. The reactants are: [OH:1][C:2]1[CH:7]=[C:6]([O:8][CH2:9][O:10][CH3:11])[CH:5]=[CH:4][C:3]=1[CH2:12][CH2:13][C:14]([O:16][CH2:17][CH3:18])=[O:15].[H-].[Na+].Cl[C:22]1[C:27]([Cl:28])=[CH:26][C:25]([C:29]([F:32])([F:31])[F:30])=[CH:24][N:23]=1.O. (4) Given the product [CH:1]1([NH:4][C:5]2[C:13]([N+:14]([O-:16])=[O:15])=[CH:12][CH:11]=[CH:10][C:6]=2[C:7]([O:9][CH3:22])=[O:8])[CH2:2][CH2:3]1, predict the reactants needed to synthesize it. The reactants are: [CH:1]1([NH:4][C:5]2[C:13]([N+:14]([O-:16])=[O:15])=[CH:12][CH:11]=[CH:10][C:6]=2[C:7]([OH:9])=[O:8])[CH2:3][CH2:2]1.OS(O)(=O)=O.[CH3:22]O. (5) The reactants are: [CH3:1][O:2][C:3]([NH:5][CH2:6][CH2:7][CH2:8][N:9]1[C:13]([C:14]2[CH:19]=[CH:18][CH:17]=[CH:16][N:15]=2)=[CH:12][C:11]([C:20]([O:22]C)=[O:21])=[N:10]1)=[O:4].[OH-].[Na+].C(O)(=O)CC(CC(O)=O)(C(O)=O)O. Given the product [CH3:1][O:2][C:3]([NH:5][CH2:6][CH2:7][CH2:8][N:9]1[C:13]([C:14]2[CH:19]=[CH:18][CH:17]=[CH:16][N:15]=2)=[CH:12][C:11]([C:20]([OH:22])=[O:21])=[N:10]1)=[O:4], predict the reactants needed to synthesize it. (6) Given the product [NH2:7][C@H:4]1[CH2:5][CH2:6][C@H:2]([OH:1])[C:3]1([CH3:19])[CH3:18], predict the reactants needed to synthesize it. The reactants are: [OH:1][C@H:2]1[CH2:6][CH2:5][C@H:4]([NH:7]C(=O)OCC2C=CC=CC=2)[C:3]1([CH3:19])[CH3:18]. (7) Given the product [OH:8][C:9]1[CH:14]=[C:13]([OH:15])[CH:12]=[CH:11][C:10]=1[CH:23]1[CH2:28][CH2:27][C:26]([OH:34])([C:29]([O:31][CH2:32][CH3:33])=[O:30])[CH2:25][CH2:24]1, predict the reactants needed to synthesize it. The reactants are: [Si]([O:8][C:9]1[CH:14]=[C:13]([O:15][Si](C(C)(C)C)(C)C)[CH:12]=[CH:11][C:10]=1[CH:23]1[CH2:28][CH2:27][C:26]([OH:34])([C:29]([O:31][CH2:32][CH3:33])=[O:30])[CH2:25][CH2:24]1)(C(C)(C)C)(C)C.